This data is from Full USPTO retrosynthesis dataset with 1.9M reactions from patents (1976-2016). The task is: Predict the reactants needed to synthesize the given product. (1) Given the product [ClH:19].[CH:1]1([N:6]2[CH2:7][CH2:8][CH:9]([CH2:12][CH2:13][CH2:14][C:15]3[N:16]=[C:24]([C:23]4[CH:27]=[CH:28][C:20]([Cl:19])=[CH:21][CH:22]=4)[O:18][N:17]=3)[CH2:10][CH2:11]2)[CH2:2][CH2:3][CH2:4][CH2:5]1, predict the reactants needed to synthesize it. The reactants are: [CH:1]1([N:6]2[CH2:11][CH2:10][CH:9]([CH2:12][CH2:13][CH2:14][C:15]([NH:17][OH:18])=[NH:16])[CH2:8][CH2:7]2)[CH2:5][CH2:4][CH2:3][CH2:2]1.[Cl:19][C:20]1[CH:28]=[CH:27][C:23]([C:24](Cl)=O)=[CH:22][CH:21]=1. (2) The reactants are: [CH3:1][C:2]1([CH3:22])[O:6][C@H:5]([CH2:7][O:8][C:9]2[CH:14]=[C:13]([C:15]([F:18])([F:17])[F:16])[CH:12]=[C:11]([N+:19]([O-])=O)[CH:10]=2)[CH2:4][O:3]1. Given the product [CH3:1][C:2]1([CH3:22])[O:6][C@H:5]([CH2:7][O:8][C:9]2[CH:10]=[C:11]([CH:12]=[C:13]([C:15]([F:18])([F:16])[F:17])[CH:14]=2)[NH2:19])[CH2:4][O:3]1, predict the reactants needed to synthesize it. (3) Given the product [CH2:26]([NH:29][C:2]1[CH:7]=[CH:6][C:5]([C:8]2[O:9][C:10]3[CH:16]=[CH:15][CH:14]=[CH:13][C:11]=3[N:12]=2)=[CH:4][C:3]=1[NH2:17])[CH2:27][CH3:28], predict the reactants needed to synthesize it. The reactants are: F[C:2]1[CH:7]=[CH:6][C:5]([C:8]2[O:9][C:10]3[CH:16]=[CH:15][CH:14]=[CH:13][C:11]=3[N:12]=2)=[CH:4][C:3]=1[N+:17]([O-])=O.C(=O)([O-])[O-].[K+].[K+].[CH2:26]([NH2:29])[CH2:27][CH3:28].[H][H]. (4) Given the product [C:1]([NH:4][C@@H:5]1[C:10](=[O:11])[O:12][C:7](=[O:9])[CH2:6]1)(=[O:3])[CH3:2], predict the reactants needed to synthesize it. The reactants are: [C:1]([NH:4][C@H:5]([C:10]([OH:12])=[O:11])[CH2:6][C:7]([OH:9])=O)(=[O:3])[CH3:2].C(OC(=O)C)(=O)C. (5) Given the product [Cl:10][C:11]1[CH:18]=[CH:17][CH:16]=[CH:15][C:12]=1[CH2:13][NH:14][CH:2]1[CH2:7][CH2:6][C:5](=[O:8])[NH:4][C:3]1=[O:9], predict the reactants needed to synthesize it. The reactants are: Br[CH:2]1[CH2:7][CH2:6][C:5](=[O:8])[NH:4][C:3]1=[O:9].[Cl:10][C:11]1[CH:18]=[CH:17][CH:16]=[CH:15][C:12]=1[CH2:13][NH2:14]. (6) Given the product [CH3:1][O:2][C:3]1[C:4](=[O:32])[C:5]([CH3:31])=[C:6]([CH2:12][C:13]2[C:14]([OH:27])=[C:15]([CH:24]=[CH:25][CH:26]=2)[C:16]([N:18]2[CH2:23][CH2:22][O:21][CH2:20][CH2:19]2)=[O:17])[C:7](=[O:11])[C:8]=1[O:9][CH3:10], predict the reactants needed to synthesize it. The reactants are: [CH3:1][O:2][C:3]1[C:4](=[O:32])[C:5]([CH3:31])=[C:6]([CH2:12][C:13]2[C:14]([O:27]C(=O)C)=[C:15]([CH:24]=[CH:25][CH:26]=2)[C:16]([N:18]2[CH2:23][CH2:22][O:21][CH2:20][CH2:19]2)=[O:17])[C:7](=[O:11])[C:8]=1[O:9][CH3:10].C(=O)([O-])O.[Na+]. (7) The reactants are: [CH3:1][C:2]1[N:6]=[C:5]([CH3:7])[S:4][C:3]=1/[CH:8]=[CH:9]/[C:10](N(C)C)=O.[CH3:15][NH:16][S:17]([C:20]1[CH:25]=[CH:24][CH:23]=[C:22]([NH:26][C:27]([NH2:29])=[NH:28])[CH:21]=1)(=[O:19])=[O:18].CC#N. Given the product [CH3:7][C:5]1[S:4][C:3]([C:8]2[CH:9]=[CH:10][N:29]=[C:27]([NH:26][C:22]3[CH:21]=[C:20]([S:17]([NH:16][CH3:15])(=[O:18])=[O:19])[CH:25]=[CH:24][CH:23]=3)[N:28]=2)=[C:2]([CH3:1])[N:6]=1, predict the reactants needed to synthesize it.